Task: Regression. Given two drug SMILES strings and cell line genomic features, predict the synergy score measuring deviation from expected non-interaction effect.. Dataset: NCI-60 drug combinations with 297,098 pairs across 59 cell lines (1) Drug 1: CC1OCC2C(O1)C(C(C(O2)OC3C4COC(=O)C4C(C5=CC6=C(C=C35)OCO6)C7=CC(=C(C(=C7)OC)O)OC)O)O. Drug 2: C1=CC(=CC=C1CC(C(=O)O)N)N(CCCl)CCCl.Cl. Cell line: OVCAR-5. Synergy scores: CSS=28.0, Synergy_ZIP=-2.05, Synergy_Bliss=10.2, Synergy_Loewe=7.70, Synergy_HSA=7.60. (2) Drug 1: C1CN1C2=NC(=NC(=N2)N3CC3)N4CC4. Drug 2: CC(CN1CC(=O)NC(=O)C1)N2CC(=O)NC(=O)C2. Cell line: HT29. Synergy scores: CSS=23.2, Synergy_ZIP=2.60, Synergy_Bliss=3.62, Synergy_Loewe=-19.6, Synergy_HSA=-0.665. (3) Drug 1: C1=CC(=CC=C1CCC2=CNC3=C2C(=O)NC(=N3)N)C(=O)NC(CCC(=O)O)C(=O)O. Drug 2: C1CN1P(=S)(N2CC2)N3CC3. Cell line: M14. Synergy scores: CSS=23.0, Synergy_ZIP=-7.95, Synergy_Bliss=-4.70, Synergy_Loewe=-9.49, Synergy_HSA=-2.04. (4) Drug 1: COC1=NC(=NC2=C1N=CN2C3C(C(C(O3)CO)O)O)N. Drug 2: C1=NC(=NC(=O)N1C2C(C(C(O2)CO)O)O)N. Cell line: UACC-257. Synergy scores: CSS=1.46, Synergy_ZIP=-0.688, Synergy_Bliss=0.533, Synergy_Loewe=-7.12, Synergy_HSA=-1.46. (5) Cell line: HCT-15. Drug 2: CC(C)CN1C=NC2=C1C3=CC=CC=C3N=C2N. Drug 1: C1C(C(OC1N2C=NC3=C(N=C(N=C32)Cl)N)CO)O. Synergy scores: CSS=39.0, Synergy_ZIP=-0.348, Synergy_Bliss=1.64, Synergy_Loewe=-6.41, Synergy_HSA=-1.03.